Task: Predict the reactants needed to synthesize the given product.. Dataset: Full USPTO retrosynthesis dataset with 1.9M reactions from patents (1976-2016) (1) Given the product [C:1]1([C@H:13]2[CH2:14][CH2:15][C@H:16]([C:19]#[N:20])[CH2:17][CH2:18]2)[N:2]=[N:3][N:4]2[C:9]=1[C:8]1[CH:10]=[CH:11][NH:12][C:7]=1[N:6]=[CH:5]2, predict the reactants needed to synthesize it. The reactants are: [C:1]1([C@H:13]2[CH2:18][CH2:17][C@H:16]([CH:19]=[N:20]O)[CH2:15][CH2:14]2)[N:2]=[N:3][N:4]2[C:9]=1[C:8]1[CH:10]=[CH:11][NH:12][C:7]=1[N:6]=[CH:5]2.FC(F)(F)S(OS(C(F)(F)F)(=O)=O)(=O)=O.N12CCCN=C1CCCCC2.O. (2) Given the product [CH3:22][O:23][C:24]1[CH:25]=[CH:26][C:27]([N:30]2[CH2:35][CH2:34][N:33]([C:2]3[C:3]([C:16]4[CH:21]=[CH:20][CH:19]=[CH:18][CH:17]=4)=[N:4][C:5]4[C:10]([N:11]=3)=[CH:9][C:8]([C:12]([O:14][CH3:15])=[O:13])=[CH:7][CH:6]=4)[CH2:32][CH2:31]2)=[CH:28][CH:29]=1, predict the reactants needed to synthesize it. The reactants are: Br[C:2]1[C:3]([C:16]2[CH:21]=[CH:20][CH:19]=[CH:18][CH:17]=2)=[N:4][C:5]2[C:10]([N:11]=1)=[CH:9][C:8]([C:12]([O:14][CH3:15])=[O:13])=[CH:7][CH:6]=2.[CH3:22][O:23][C:24]1[CH:29]=[CH:28][C:27]([N:30]2[CH2:35][CH2:34][NH:33][CH2:32][CH2:31]2)=[CH:26][CH:25]=1.CCN(C(C)C)C(C)C. (3) Given the product [F:28][C:29]1[CH:30]=[C:31](/[CH:32]=[C:24]2/[C:25](=[O:26])[N:10]3[CH:11]=[C:7]([C:2]4[CH:3]=[CH:4][CH:5]=[CH:6][C:1]=4[CH3:13])[N:8]=[C:9]3[S:12]/2)[CH:34]=[C:35]([O:38][CH3:39])[C:36]=1[OH:37], predict the reactants needed to synthesize it. The reactants are: [C:1]1([CH3:13])[CH:6]=[CH:5][CH:4]=[CH:3][C:2]=1[C:7]1[NH:8][C:9](=[S:12])[NH:10][CH:11]=1.C(N(CC)C(C)C)(C)C.Cl[CH2:24][C:25](Cl)=[O:26].[F:28][C:29]1[CH:30]=[C:31]([CH:34]=[C:35]([O:38][CH3:39])[C:36]=1[OH:37])[CH:32]=O. (4) The reactants are: C[O-:2].[Na+].[CH2:4]([C:7]1[CH:8]=[C:9]([OH:14])[C:10](=[CH:12][CH:13]=1)[OH:11])[CH:5]=[CH2:6].Br[CH2:16][C:17]([O:19][CH3:20])=[O:18].[CH3:21][CH2:22][O:23][CH2:24][CH3:25]. Given the product [CH2:4]([C:7]1[CH:13]=[CH:12][C:10]([O:11][CH2:16][C:17]([O:19][CH3:20])=[O:18])=[C:9]([O:14][CH2:21][C:22]([O:23][CH2:24][CH3:25])=[O:2])[CH:8]=1)[CH:5]=[CH2:6], predict the reactants needed to synthesize it. (5) Given the product [F:18][C:2]([F:1])([F:17])[C:3]1[CH:16]=[CH:15][CH:14]=[CH:13][C:4]=1[C:5]([N:7]1[CH2:8][CH2:9][N:10]([C:20]2[O:21][C:22]3[CH:28]=[CH:27][CH:26]=[CH:25][C:23]=3[N:24]=2)[CH2:11][CH2:12]1)=[O:6], predict the reactants needed to synthesize it. The reactants are: [F:1][C:2]([F:18])([F:17])[C:3]1[CH:16]=[CH:15][CH:14]=[CH:13][C:4]=1[C:5]([N:7]1[CH2:12][CH2:11][NH:10][CH2:9][CH2:8]1)=[O:6].Cl[C:20]1[O:21][C:22]2[CH:28]=[CH:27][CH:26]=[CH:25][C:23]=2[N:24]=1. (6) Given the product [C:14]([O:13][CH:7]([C:6]1[C:5]2[CH:18]=[CH:19][CH:20]=[CH:21][C:4]=2[O:3][C:2]=1[C:36]1[CH:45]=[CH:44][C:43]2[O:42][CH2:41][CH2:40][CH2:39][C:38]=2[CH:37]=1)[C:8]([O:10][CH2:11][CH3:12])=[O:9])([CH3:17])([CH3:16])[CH3:15], predict the reactants needed to synthesize it. The reactants are: Br[C:2]1[O:3][C:4]2[CH:21]=[CH:20][CH:19]=[CH:18][C:5]=2[C:6]=1[CH:7]([O:13][C:14]([CH3:17])([CH3:16])[CH3:15])[C:8]([O:10][CH2:11][CH3:12])=[O:9].C(=O)([O-])[O-].[Na+].[Na+].CC1(C)C(C)(C)OB([C:36]2[CH:37]=[C:38]3[C:43](=[CH:44][CH:45]=2)[O:42][CH2:41][CH2:40][CH2:39]3)O1. (7) Given the product [CH3:15][C:13]1[CH:14]=[C:9]([CH:10]=[CH:11][C:12]=1[N+:16]([O-:18])=[O:17])[O:7][CH:5]1[CH2:6][O:3][CH2:4]1, predict the reactants needed to synthesize it. The reactants are: [H-].[Na+].[O:3]1[CH2:6][CH:5]([OH:7])[CH2:4]1.F[C:9]1[CH:10]=[CH:11][C:12]([N+:16]([O-:18])=[O:17])=[C:13]([CH3:15])[CH:14]=1.